Task: Predict the reactants needed to synthesize the given product.. Dataset: Full USPTO retrosynthesis dataset with 1.9M reactions from patents (1976-2016) (1) Given the product [CH2:15]([CH:17]([N:20]1[CH2:25][CH2:24][N:23]([C:38]([C@H:35]2[CH2:36][CH2:37][N:33]([C:31]([O:30][C:26]([CH3:29])([CH3:28])[CH3:27])=[O:32])[CH2:34]2)=[O:39])[CH2:22][CH2:21]1)[CH2:18][CH3:19])[CH3:16], predict the reactants needed to synthesize it. The reactants are: C(Cl)CCl.C1C=CC2N(O)N=NC=2C=1.[CH2:15]([CH:17]([N:20]1[CH2:25][CH2:24][NH:23][CH2:22][CH2:21]1)[CH2:18][CH3:19])[CH3:16].[C:26]([O:30][C:31]([N:33]1[CH2:37][CH2:36][C@H:35]([C:38](O)=[O:39])[CH2:34]1)=[O:32])([CH3:29])([CH3:28])[CH3:27]. (2) Given the product [CH2:13]([C:3]1([CH2:1][CH3:2])[C:11]2[C:6](=[CH:7][CH:8]=[C:9]([N+:15]([O-:17])=[O:16])[CH:10]=2)[NH:5][C:4]1=[O:12])[CH3:14], predict the reactants needed to synthesize it. The reactants are: [CH2:1]([C:3]1([CH2:13][CH3:14])[C:11]2[C:6](=[CH:7][CH:8]=[CH:9][CH:10]=2)[NH:5][C:4]1=[O:12])[CH3:2].[N+:15]([O-])([OH:17])=[O:16]. (3) Given the product [Br:1][C:2]1[CH:3]=[C:4]2[N:10]=[CH:9][N:8]([CH2:11][C:12]3[CH:22]=[CH:21][C:15]4[N:16]=[C:17]([S:19]([CH3:20])=[O:31])[O:18][C:14]=4[CH:13]=3)[C:5]2=[N:6][CH:7]=1, predict the reactants needed to synthesize it. The reactants are: [Br:1][C:2]1[CH:3]=[C:4]2[N:10]=[CH:9][N:8]([CH2:11][C:12]3[CH:22]=[CH:21][C:15]4[N:16]=[C:17]([S:19][CH3:20])[O:18][C:14]=4[CH:13]=3)[C:5]2=[N:6][CH:7]=1.ClC1C=CC=C(C(OO)=[O:31])C=1.C([O-])(O)=O.[Na+]. (4) Given the product [CH2:18]([N:10]([CH2:11][C:12]1[CH:13]=[CH:14][CH:15]=[CH:16][CH:17]=1)[CH:5]([C:6]([OH:9])([CH3:8])[CH3:7])[C:4]([OH:25])=[O:3])[C:19]1[CH:20]=[CH:21][CH:22]=[CH:23][CH:24]=1, predict the reactants needed to synthesize it. The reactants are: C([O:3][C:4](=[O:25])[CH:5]([N:10]([CH2:18][C:19]1[CH:24]=[CH:23][CH:22]=[CH:21][CH:20]=1)[CH2:11][C:12]1[CH:17]=[CH:16][CH:15]=[CH:14][CH:13]=1)[C:6]([OH:9])([CH3:8])[CH3:7])C.[OH-].[K+].P([O-])(O)(O)=O.[Na+]. (5) Given the product [S:1]([CH2:11][CH2:12][O:13][C:14](=[O:18])[C:15]([CH3:17])=[CH2:16])([C:4]1[CH:5]=[CH:6][C:7]([CH3:8])=[CH:9][CH:10]=1)(=[O:3])=[O:2].[OH:19][CH2:20][CH2:21][CH2:22][O:23][C:24](=[O:28])[C:25]([CH3:27])=[CH2:26].[CH3:29][O:30][C:31](=[O:35])[C:32]([CH3:34])=[CH2:33].[CH2:36]([O:40][C:41](=[O:45])[C:42]([CH3:44])=[CH2:43])[CH:37]1[O:39][CH2:38]1, predict the reactants needed to synthesize it. The reactants are: [S:1]([CH2:11][CH2:12][O:13][C:14](=[O:18])[C:15]([CH3:17])=[CH2:16])([C:4]1[CH:10]=[CH:9][C:7]([CH3:8])=[CH:6][CH:5]=1)(=[O:3])=[O:2].[OH:19][CH2:20][CH2:21][CH2:22][O:23][C:24](=[O:28])[C:25]([CH3:27])=[CH2:26].[CH3:29][O:30][C:31](=[O:35])[C:32]([CH3:34])=[CH2:33].[CH2:36]([O:40][C:41](=[O:45])[C:42]([CH3:44])=[CH2:43])[CH:37]1[O:39][CH2:38]1.CC(N=NC(C#N)(C)C)(C#N)C. (6) Given the product [ClH:19].[CH3:18][C:16]1[N:15]=[CH:14][N:13]([C:4]2[C:3](=[O:2])[NH:8][C:7]([C:9]([OH:11])=[O:10])=[CH:6][CH:5]=2)[CH:17]=1, predict the reactants needed to synthesize it. The reactants are: C[O:2][C:3]1[N:8]=[C:7]([C:9]([O:11]C)=[O:10])[CH:6]=[CH:5][C:4]=1[N:13]1[CH:17]=[C:16]([CH3:18])[N:15]=[CH:14]1.[ClH:19].